This data is from Retrosynthesis with 50K atom-mapped reactions and 10 reaction types from USPTO. The task is: Predict the reactants needed to synthesize the given product. (1) Given the product CCCc1c(C(=O)NCc2ccc(-c3ccc(OCC(=O)OC)c(Br)c3)cc2)cnn1-c1ccccc1, predict the reactants needed to synthesize it. The reactants are: CCCc1c(C(=O)Cl)cnn1-c1ccccc1.COC(=O)COc1ccc(-c2ccc(C[NH3+])cc2)cc1Br. (2) Given the product CCCc1cc(C)[nH]c(=O)c1CNC(=O)c1cc(-c2ccc(CN(C)C)cc2)cc2c1c(C)nn2C(C)C, predict the reactants needed to synthesize it. The reactants are: CCCc1cc(C)[nH]c(=O)c1CNC(=O)c1cc(Br)cc2c1c(C)nn2C(C)C.CN(C)Cc1ccc(B2OC(C)(C)C(C)(C)O2)cc1. (3) The reactants are: COc1cc(O)ccc1C=O.OCCBr. Given the product COc1cc(OCCO)ccc1C=O, predict the reactants needed to synthesize it. (4) Given the product COc1ccc(-c2c(-c3ccccc3)[nH]c3ncc(Br)cc23)cc1, predict the reactants needed to synthesize it. The reactants are: COc1ccc(CC(=O)c2ccccc2)cc1.NNc1ccc(Br)cn1. (5) Given the product CCCC1CCC(c2ccc(-c3cc(F)c(C(F)(F)Oc4cc(F)c(C(F)(F)F)c(F)c4)c(F)c3)c(F)c2)OC1, predict the reactants needed to synthesize it. The reactants are: CC1(C)OB(c2cc(F)c(C(F)(F)Oc3cc(F)c(C(F)(F)F)c(F)c3)c(F)c2)OC1(C)C.CCC[C@H]1CC[C@H](c2ccc(OS(=O)(=O)C(F)(F)F)c(F)c2)OC1.